This data is from Catalyst prediction with 721,799 reactions and 888 catalyst types from USPTO. The task is: Predict which catalyst facilitates the given reaction. (1) Reactant: [F:1][C:2]1[CH:19]=[CH:18][C:5]([O:6][C:7]2[C:16]3[C:11](=[C:12]([NH2:17])[CH:13]=[CH:14][CH:15]=3)[N:10]=[CH:9][CH:8]=2)=[CH:4][C:3]=1[C:20]([F:23])([F:22])[F:21].[Cl:24][C:25]1[C:30]([C:31](O)=[O:32])=[C:29]([F:34])[C:28]([CH2:35][NH:36][C:37](=[O:42])[C:38]([CH3:41])([CH3:40])[CH3:39])=[CH:27][CH:26]=1.C(Cl)(=O)C(Cl)=O.CCN(C(C)C)C(C)C. The catalyst class is: 85. Product: [Cl:24][C:25]1[C:30]([C:31]([NH:17][C:12]2[CH:13]=[CH:14][CH:15]=[C:16]3[C:11]=2[N:10]=[CH:9][CH:8]=[C:7]3[O:6][C:5]2[CH:18]=[CH:19][C:2]([F:1])=[C:3]([C:20]([F:23])([F:21])[F:22])[CH:4]=2)=[O:32])=[C:29]([F:34])[C:28]([CH2:35][NH:36][C:37](=[O:42])[C:38]([CH3:40])([CH3:39])[CH3:41])=[CH:27][CH:26]=1. (2) Reactant: [CH:1]1([C:4]2[CH:8]=[C:7]([CH:9]3[CH2:11][CH2:10]3)[N:6]([C:12]3[N:17]=[CH:16][C:15]([NH:18][C:19]([C:21]4[C:22]([CH3:27])=[N:23][CH:24]=[N:25][CH:26]=4)=[O:20])=[CH:14][CH:13]=3)[N:5]=2)[CH2:3][CH2:2]1.[ClH:28]. Product: [ClH:28].[CH:1]1([C:4]2[CH:8]=[C:7]([CH:9]3[CH2:11][CH2:10]3)[N:6]([C:12]3[N:17]=[CH:16][C:15]([NH:18][C:19]([C:21]4[C:22]([CH3:27])=[N:23][CH:24]=[N:25][CH:26]=4)=[O:20])=[CH:14][CH:13]=3)[N:5]=2)[CH2:2][CH2:3]1. The catalyst class is: 165. (3) Reactant: [C:1](=[O:4])([O-])[O-].[K+].[K+].[C:7]([O:11][C:12]([NH:14][CH2:15][C:16]1[C:17]([CH2:33][CH:34]([CH3:36])[CH3:35])=[N:18][C:19]([CH3:32])=[C:20]([C:24]=1[C:25]1[CH:30]=[CH:29][C:28]([CH3:31])=[CH:27][CH:26]=1)[C:21]([OH:23])=[O:22])=[O:13])([CH3:10])([CH3:9])[CH3:8].CN(C)[CH:39]=[O:40]. Product: [C:7]([O:11][C:12]([NH:14][CH2:15][C:16]1[C:17]([CH2:33][CH:34]([CH3:36])[CH3:35])=[N:18][C:19]([CH3:32])=[C:20]([C:24]=1[C:25]1[CH:30]=[CH:29][C:28]([CH3:31])=[CH:27][CH:26]=1)[C:21]([O:23][CH2:24][CH:25]1[CH2:30][CH2:29][CH:28]([C:1]([O:40][CH3:39])=[O:4])[CH2:27][CH2:26]1)=[O:22])=[O:13])([CH3:10])([CH3:9])[CH3:8]. The catalyst class is: 13. (4) Reactant: C[O:2][C:3]1[CH:20]=[CH:19][C:18]2[C@@H:17]3[C@H:8]([C@H:9]4[C@:13]([CH2:15][CH2:16]3)([CH3:14])[CH2:12][C@H:11]([OH:21])[CH2:10]4)[CH2:7][CH2:6][C:5]=2[CH:4]=1.[H-].C([Al+]CC(C)C)C(C)C.C(O)C.Cl. Product: [CH3:14][C@@:13]12[CH2:15][CH2:16][C@H:17]3[C@@H:8]([CH2:7][CH2:6][C:5]4[CH:4]=[C:3]([OH:2])[CH:20]=[CH:19][C:18]=43)[C@@H:9]1[CH2:10][C@@H:11]([OH:21])[CH2:12]2. The catalyst class is: 11. (5) Reactant: [CH3:1][N:2]([CH:10]1[CH2:15][CH2:14][N:13]([CH3:16])[CH2:12][CH2:11]1)[C:3]1[CH:8]=[CH:7][CH:6]=[C:5]([NH2:9])[N:4]=1.[Cl:17][C:18]1[CH:26]=[CH:25][CH:24]=[C:23]([F:27])[C:19]=1[C:20](Cl)=[O:21]. Product: [ClH:17].[Cl:17][C:18]1[CH:26]=[CH:25][CH:24]=[C:23]([F:27])[C:19]=1[C:20]([NH:9][C:5]1[CH:6]=[CH:7][CH:8]=[C:3]([N:2]([CH3:1])[CH:10]2[CH2:15][CH2:14][N:13]([CH3:16])[CH2:12][CH2:11]2)[N:4]=1)=[O:21]. The catalyst class is: 12. (6) Reactant: Cl[C:2]1[CH:3]=[CH:4][C:5]2[N:6]([C:8]([CH2:11][C:12]3[CH:13]=[C:14]4[C:18](=[CH:19][C:20]=3[F:21])[N:17]([CH3:22])[N:16]=[CH:15]4)=[CH:9][N:10]=2)[N:7]=1.[CH2:23]([Sn](CCCC)(CCCC)C=C)[CH2:24]CC. Product: [F:21][C:20]1[CH:19]=[C:18]2[C:14]([CH:15]=[N:16][N:17]2[CH3:22])=[CH:13][C:12]=1[CH2:11][C:8]1[N:6]2[N:7]=[C:2]([CH:23]=[CH2:24])[CH:3]=[CH:4][C:5]2=[N:10][CH:9]=1. The catalyst class is: 73.